Dataset: NCI-60 drug combinations with 297,098 pairs across 59 cell lines. Task: Regression. Given two drug SMILES strings and cell line genomic features, predict the synergy score measuring deviation from expected non-interaction effect. (1) Drug 1: CC1=C2C(C(=O)C3(C(CC4C(C3C(C(C2(C)C)(CC1OC(=O)C(C(C5=CC=CC=C5)NC(=O)C6=CC=CC=C6)O)O)OC(=O)C7=CC=CC=C7)(CO4)OC(=O)C)O)C)OC(=O)C. Drug 2: C1CN1C2=NC(=NC(=N2)N3CC3)N4CC4. Cell line: HCT116. Synergy scores: CSS=44.9, Synergy_ZIP=-6.30, Synergy_Bliss=-7.06, Synergy_Loewe=-5.06, Synergy_HSA=-1.73. (2) Drug 1: CCC1=CC2CC(C3=C(CN(C2)C1)C4=CC=CC=C4N3)(C5=C(C=C6C(=C5)C78CCN9C7C(C=CC9)(C(C(C8N6C)(C(=O)OC)O)OC(=O)C)CC)OC)C(=O)OC.C(C(C(=O)O)O)(C(=O)O)O. Drug 2: B(C(CC(C)C)NC(=O)C(CC1=CC=CC=C1)NC(=O)C2=NC=CN=C2)(O)O. Cell line: TK-10. Synergy scores: CSS=20.3, Synergy_ZIP=-6.62, Synergy_Bliss=0.173, Synergy_Loewe=-0.0453, Synergy_HSA=-0.475. (3) Drug 1: C1CN1C2=NC(=NC(=N2)N3CC3)N4CC4. Drug 2: CN(C)N=NC1=C(NC=N1)C(=O)N. Cell line: NCI-H322M. Synergy scores: CSS=1.68, Synergy_ZIP=1.42, Synergy_Bliss=2.51, Synergy_Loewe=-2.01, Synergy_HSA=-1.07.